Predict the reactants needed to synthesize the given product. From a dataset of Full USPTO retrosynthesis dataset with 1.9M reactions from patents (1976-2016). (1) Given the product [OH:1][C:2]1[CH:6]([CH:7]([CH3:9])[CH3:8])[NH:5][C:4](=[O:10])[C:3]=1[CH:11]([C:12]1[CH:17]=[CH:16][CH:15]=[CH:14][CH:13]=1)[C:20]1[NH:19][C:27]2[C:22]([C:21]=1[CH2:28][CH2:29][NH:30][C:31](=[O:46])[C:32]1[CH:33]=[C:34]([C:42]([F:43])([F:44])[F:45])[CH:35]=[C:36]([C:38]([F:41])([F:39])[F:40])[CH:37]=1)=[CH:23][CH:24]=[CH:25][CH:26]=2, predict the reactants needed to synthesize it. The reactants are: [OH:1][C:2]1[CH:6]([CH:7]([CH3:9])[CH3:8])[NH:5][C:4](=[O:10])[CH:3]=1.[CH:11](=O)[C:12]1[CH:17]=[CH:16][CH:15]=[CH:14][CH:13]=1.[NH:19]1[C:27]2[C:22](=[CH:23][CH:24]=[CH:25][CH:26]=2)[C:21]([CH2:28][CH2:29][NH:30][C:31](=[O:46])[C:32]2[CH:37]=[C:36]([C:38]([F:41])([F:40])[F:39])[CH:35]=[C:34]([C:42]([F:45])([F:44])[F:43])[CH:33]=2)=[CH:20]1. (2) Given the product [C:6]([O:10][C:11]([N:13]1[CH2:18][C@H:17]([CH2:19][Cl:5])[N:16]([CH2:21][C:22]2[CH:27]=[CH:26][CH:25]=[CH:24][CH:23]=2)[CH2:15][C@H:14]1[CH3:28])=[O:12])([CH3:9])([CH3:8])[CH3:7], predict the reactants needed to synthesize it. The reactants are: CS([Cl:5])(=O)=O.[C:6]([O:10][C:11]([N:13]1[CH2:18][C@H:17]([CH2:19]O)[N:16]([CH2:21][C:22]2[CH:27]=[CH:26][CH:25]=[CH:24][CH:23]=2)[CH2:15][C@H:14]1[CH3:28])=[O:12])([CH3:9])([CH3:8])[CH3:7]. (3) Given the product [Cl:22][C:3]1[CH:4]=[C:5]([O:6][C:7]2[CH:12]=[CH:11][N:10]=[C:9]([NH:13][C:14]([N:16]3[CH2:19][CH2:18][CH2:17]3)=[O:15])[CH:8]=2)[CH:20]=[CH:21][C:2]=1[NH:1][C:60](=[O:59])[CH2:61][C:64]([NH:37][C:41]1[CH:42]=[CH:43][C:44]([F:30])=[CH:45][CH:40]=1)=[O:65], predict the reactants needed to synthesize it. The reactants are: [NH2:1][C:2]1[CH:21]=[CH:20][C:5]([O:6][C:7]2[CH:12]=[CH:11][N:10]=[C:9]([NH:13][C:14]([N:16]3[CH2:19][CH2:18][CH2:17]3)=[O:15])[CH:8]=2)=[CH:4][C:3]=1[Cl:22].C(N(CC)CC)C.[F:30][P-](F)(F)(F)(F)F.[N:37]1(O[P+](N(C)C)(N(C)C)N(C)C)[C:41]2[CH:42]=[CH:43][CH:44]=[CH:45][C:40]=2N=N1.C([O:59][CH2:60][CH3:61])C.CN(C)[CH:64]=[O:65]. (4) Given the product [CH3:1][C:2]1[CH:3]=[CH:4][C:5]([OH:24])=[C:6]([C@@H:8]([C:18]2[CH:19]=[CH:20][CH:21]=[CH:22][CH:23]=2)[CH2:9][CH2:10][N:11]([CH:12]([CH3:14])[CH3:13])[CH:15]([CH3:16])[CH3:17])[CH:7]=1, predict the reactants needed to synthesize it. The reactants are: [CH3:1][C:2]1[CH:3]=[CH:4][C:5]([OH:24])=[C:6]([C@@H:8]([C:18]2[CH:19]=[CH:20][CH:21]=[CH:22][CH:23]=2)[CH2:9][CH2:10][N:11]([CH:15]([CH3:17])[CH3:16])[CH:12]([CH3:14])[CH3:13])[CH:7]=1.C(O)(C(O)=O)C(O)C(O)=O.O.C(=O)([O-])[O-].[Na+].[Na+].[OH-].[Na+].